Predict the reactants needed to synthesize the given product. From a dataset of Full USPTO retrosynthesis dataset with 1.9M reactions from patents (1976-2016). (1) Given the product [CH:1]1([C:4]([N:6]2[CH2:10][CH2:9][C@@H:8]([CH2:11][N:12]3[C:13]4[C:18]([C:19]([F:20])([F:21])[F:22])=[CH:17][CH:16]=[CH:15][C:14]=4[N:23]=[C:35]3[C:34]3[CH:33]=[CH:32][C:31]([C:28]4[CH:29]=[CH:30][C:25]([F:24])=[CH:26][CH:27]=4)=[CH:38][CH:37]=3)[CH2:7]2)=[O:5])[CH2:3][CH2:2]1, predict the reactants needed to synthesize it. The reactants are: [CH:1]1([C:4]([N:6]2[CH2:10][CH2:9][C@@H:8]([CH2:11][NH:12][C:13]3[C:14]([NH2:23])=[CH:15][CH:16]=[CH:17][C:18]=3[C:19]([F:22])([F:21])[F:20])[CH2:7]2)=[O:5])[CH2:3][CH2:2]1.[F:24][C:25]1[CH:30]=[CH:29][C:28]([C:31]2[CH:38]=[CH:37][C:34]([CH:35]=O)=[CH:33][CH:32]=2)=[CH:27][CH:26]=1.OOS([O-])=O.[K+]. (2) The reactants are: [CH3:1][O:2][C:3]1[CH:4]=[C:5]2[C:10](=[CH:11][CH:12]=1)[C:9]([C:13](=[O:29])[C:14]1[CH:19]=[CH:18][C:17]([O:20][CH2:21][CH2:22][N:23]3[CH2:28][CH2:27][CH2:26][CH2:25][CH2:24]3)=[CH:16][CH:15]=1)=[C:8](OS(C(F)(F)F)(=O)=O)[CH:7]=[CH:6]2.[F:38][C:39]1[C:44]([F:45])=[C:43]([F:46])[CH:42]=[CH:41][C:40]=1B(O)O.[F-].[Cs+]. Given the product [CH3:1][O:2][C:3]1[CH:4]=[C:5]2[C:10](=[CH:11][CH:12]=1)[C:9]([C:13]([C:14]1[CH:15]=[CH:16][C:17]([O:20][CH2:21][CH2:22][N:23]3[CH2:24][CH2:25][CH2:26][CH2:27][CH2:28]3)=[CH:18][CH:19]=1)=[O:29])=[C:8]([C:42]1[CH:41]=[CH:40][C:39]([F:38])=[C:44]([F:45])[C:43]=1[F:46])[CH:7]=[CH:6]2, predict the reactants needed to synthesize it. (3) Given the product [Cl:1][C:2]1[CH:11]=[C:10]2[C:5]([N:6]=[CH:7][C:8](=[O:18])[N:9]2[CH2:12][C:13]([OH:15])=[O:14])=[CH:4][CH:3]=1, predict the reactants needed to synthesize it. The reactants are: [Cl:1][C:2]1[CH:11]=[C:10]2[C:5]([N:6]=[CH:7][C:8](=[O:18])[N:9]2[CH2:12][C:13]([O:15]CC)=[O:14])=[CH:4][CH:3]=1.[OH-].[Na+].Cl. (4) Given the product [C:1]([O:4][C:5]1[CH:13]=[CH:12][CH:11]=[CH:10][C:6]=1[C:7]([OH:14])=[O:8])(=[O:3])[CH3:2], predict the reactants needed to synthesize it. The reactants are: [C:1]([O:4][C:5]1[C:6](=[CH:10][CH:11]=[CH:12][CH:13]=1)[C:7](Cl)=[O:8])(=[O:3])[CH3:2].[OH2:14]. (5) Given the product [C:1]([C:3]1([NH:6][C:7](=[O:34])[C@@H:8]([NH:9][C@@H:10]([C:15]2[CH:20]=[CH:19][C:18]([C:38]3[CH:39]=[CH:40][C:41]([F:42])=[C:36]([F:35])[CH:37]=3)=[CH:17][CH:16]=2)[C:11]([F:12])([F:14])[F:13])[CH2:31][CH2:32][CH3:33])[CH2:5][CH2:4]1)#[N:2], predict the reactants needed to synthesize it. The reactants are: [C:1]([C:3]1([NH:6][C:7](=[O:34])[C@H:8]([CH2:31][CH2:32][CH3:33])[NH:9][C@@H:10]([C:15]2[CH:20]=[CH:19][C:18](C3C=CC(S(C)(=O)=O)=CC=3)=[CH:17][CH:16]=2)[C:11]([F:14])([F:13])[F:12])[CH2:5][CH2:4]1)#[N:2].[F:35][C:36]1[CH:37]=[C:38](B(O)O)[CH:39]=[CH:40][C:41]=1[F:42]. (6) Given the product [CH3:17][S:18]([CH2:2][CH2:3][C:4]1[CH:9]=[CH:8][CH:7]=[CH:6][N:5]=1)(=[O:20])=[O:19], predict the reactants needed to synthesize it. The reactants are: O[CH2:2][CH2:3][C:4]1[CH:9]=[CH:8][CH:7]=[CH:6][N:5]=1.C(N(CC)CC)C.[CH3:17][S:18](Cl)(=[O:20])=[O:19].O. (7) Given the product [Cl:1][C:2]1[CH:3]=[CH:4][C:5]([S:8]([N:11]([CH:19]([CH3:28])[CH2:20][C:21]([OH:23])=[O:22])[C:12]2[CH:17]=[CH:16][C:15]([F:18])=[CH:14][CH:13]=2)(=[O:10])=[O:9])=[CH:6][CH:7]=1, predict the reactants needed to synthesize it. The reactants are: [Cl:1][C:2]1[CH:7]=[CH:6][C:5]([S:8]([N:11]([CH:19]([CH3:28])[CH2:20][C:21]([O:23]C(C)(C)C)=[O:22])[C:12]2[CH:17]=[CH:16][C:15]([F:18])=[CH:14][CH:13]=2)(=[O:10])=[O:9])=[CH:4][CH:3]=1.C(O)(C(F)(F)F)=O. (8) Given the product [CH3:18][C:19]1[N:20]=[CH:21][N:22]([C:24]2[CH:25]=[CH:26][C:27]([NH:30][C:15](=[O:17])[CH2:14][C:11]3[CH:10]=[CH:9][C:8]([C:6]4[CH:5]=[CH:4][N:3]=[C:2]([CH3:1])[CH:7]=4)=[CH:13][CH:12]=3)=[N:28][CH:29]=2)[CH:23]=1, predict the reactants needed to synthesize it. The reactants are: [CH3:1][C:2]1[CH:7]=[C:6]([C:8]2[CH:13]=[CH:12][C:11]([CH2:14][C:15]([OH:17])=O)=[CH:10][CH:9]=2)[CH:5]=[CH:4][N:3]=1.[CH3:18][C:19]1[N:20]=[CH:21][N:22]([C:24]2[CH:25]=[CH:26][C:27]([NH2:30])=[N:28][CH:29]=2)[CH:23]=1.F[P-](F)(F)(F)(F)F.N1(OC(N(C)C)=[N+](C)C)C2N=CC=CC=2N=N1.CCN(C(C)C)C(C)C. (9) Given the product [F:32][C:33]([F:38])([F:37])[C:34]([O-:36])=[O:35].[C:26]([C:22]1[CH:21]=[C:20]([N:19]2[C:18](=[O:29])[C:17]3[C:12](=[CH:13][CH:14]=[CH:15][C:16]=3[Cl:30])[N:11]=[C:10]2[C@@H:8]([NH3+:7])[CH3:9])[CH:25]=[CH:24][CH:23]=1)(=[O:28])[NH2:27], predict the reactants needed to synthesize it. The reactants are: C(OC(=O)[NH:7][C@H:8]([C:10]1[N:19]([C:20]2[CH:25]=[CH:24][CH:23]=[C:22]([C:26](=[O:28])[NH2:27])[CH:21]=2)[C:18](=[O:29])[C:17]2[C:12](=[CH:13][CH:14]=[CH:15][C:16]=2[Cl:30])[N:11]=1)[CH3:9])(C)(C)C.[F:32][C:33]([F:38])([F:37])[C:34]([OH:36])=[O:35]. (10) Given the product [CH2:1]([O:8][C:9]1[C:18]([CH2:19][CH:21]2[CH2:23][CH2:22]2)=[C:17]2[C:12]([C:13](=[O:35])[C:14]([CH3:34])=[C:15]([CH:24]3[CH2:29][CH2:28][N:27]([C:30](=[O:33])[CH2:31][CH3:32])[CH2:26][CH2:25]3)[O:16]2)=[CH:11][CH:10]=1)[C:2]1[CH:3]=[CH:4][CH:5]=[CH:6][CH:7]=1, predict the reactants needed to synthesize it. The reactants are: [CH2:1]([O:8][C:9]1[C:18]([CH:19]([CH:21]2[CH2:23][CH2:22]2)O)=[C:17]2[C:12]([C:13](=[O:35])[C:14]([CH3:34])=[C:15]([CH:24]3[CH2:29][CH2:28][N:27]([C:30](=[O:33])[CH2:31][CH3:32])[CH2:26][CH2:25]3)[O:16]2)=[CH:11][CH:10]=1)[C:2]1[CH:7]=[CH:6][CH:5]=[CH:4][CH:3]=1.C([SiH](CC)CC)C.FC(F)(F)C(O)=O.C(=O)(O)[O-].[Na+].